From a dataset of Full USPTO retrosynthesis dataset with 1.9M reactions from patents (1976-2016). Predict the reactants needed to synthesize the given product. (1) The reactants are: [OH:1][C:2]1[CH:3]=[C:4]([CH:7]=[CH:8][CH:9]=1)[CH:5]=[O:6].[CH:10]1([CH2:16][CH2:17]O)[CH2:15][CH2:14][CH2:13][CH2:12][CH2:11]1.C1C=CC(P(C2C=CC=CC=2)C2C=CC=CC=2)=CC=1.CCOC(/N=N/C(OCC)=O)=O. Given the product [CH:10]1([CH2:16][CH2:17][O:1][C:2]2[CH:3]=[C:4]([CH:7]=[CH:8][CH:9]=2)[CH:5]=[O:6])[CH2:15][CH2:14][CH2:13][CH2:12][CH2:11]1, predict the reactants needed to synthesize it. (2) Given the product [CH3:14][O:15][C:16]1[CH:17]=[C:18]([N:19]([CH3:20])[S:2]([C:5]2[CH:13]=[CH:12][C:8]([C:9]([OH:11])=[O:10])=[CH:7][CH:6]=2)(=[O:4])=[O:3])[CH:21]=[CH:22][CH:23]=1, predict the reactants needed to synthesize it. The reactants are: Cl[S:2]([C:5]1[CH:13]=[CH:12][C:8]([C:9]([OH:11])=[O:10])=[CH:7][CH:6]=1)(=[O:4])=[O:3].[CH3:14][O:15][C:16]1[CH:17]=[C:18]([CH:21]=[CH:22][CH:23]=1)[NH:19][CH3:20]. (3) The reactants are: [Cl:1][C:2]1[C:3]([F:45])=[C:4]([C@@H:8]2[C@:12]([C:15]3[CH:20]=[CH:19][C:18]([Cl:21])=[CH:17][C:16]=3[F:22])([C:13]#[N:14])[C@H:11]([CH2:23][C:24]([CH3:27])([CH3:26])[CH3:25])[NH:10][C@H:9]2[C:28]([NH:30][C:31]2[CH:39]=[CH:38][C:34](C(O)=O)=[CH:33][C:32]=2[O:40]C(F)(F)F)=[O:29])[CH:5]=[CH:6][CH:7]=1.[CH3:46]OCCOC.C=O.Cl. Given the product [Cl:1][C:2]1[C:3]([F:45])=[C:4]([C@H:8]2[C@H:9]3[N:10]([CH2:46][N:30]([C:31]4[CH:39]=[CH:38][CH:34]=[CH:33][C:32]=4[OH:40])[C:28]3=[O:29])[C@@H:11]([CH2:23][C:24]([CH3:26])([CH3:27])[CH3:25])[C@@:12]2([C:15]2[CH:20]=[CH:19][C:18]([Cl:21])=[CH:17][C:16]=2[F:22])[C:13]#[N:14])[CH:5]=[CH:6][CH:7]=1, predict the reactants needed to synthesize it. (4) Given the product [CH3:21][O:19][C:18](=[O:20])[C@H:9]([CH2:10][C:11]1[CH:12]=[CH:13][C:14]([I:17])=[CH:15][CH:16]=1)[NH:8][C:1]([O:3][C:4]([CH3:5])([CH3:7])[CH3:6])=[O:2], predict the reactants needed to synthesize it. The reactants are: [C:1]([NH:8][C@H:9]([C:18]([OH:20])=[O:19])[CH2:10][C:11]1[CH:16]=[CH:15][C:14]([I:17])=[CH:13][CH:12]=1)([O:3][C:4]([CH3:7])([CH3:6])[CH3:5])=[O:2].[C:21]([O-])(O)=O.[Na+].CI.C(OCC)(=O)C. (5) Given the product [C:1]([O:4][C@@H:5]1[C@@H:18]([O:19][C:20](=[O:22])[CH3:21])[C@H:17]([O:23][C:24](=[O:26])[CH3:25])[CH2:16][S:15][C@H:6]1[O:7][C:8]1[CH:9]=[N:10][CH:11]=[CH:12][C:13]=1[C:29]1[CH:28]=[N:27][CH:32]=[CH:31][CH:30]=1)(=[O:3])[CH3:2], predict the reactants needed to synthesize it. The reactants are: [C:1]([O:4][C@@H:5]1[C@@H:18]([O:19][C:20](=[O:22])[CH3:21])[C@H:17]([O:23][C:24](=[O:26])[CH3:25])[CH2:16][S:15][C@H:6]1[O:7][C:8]1[CH:9]=[N:10][CH:11]=[CH:12][C:13]=1Br)(=[O:3])[CH3:2].[N:27]1[CH:32]=[CH:31][CH:30]=[C:29](B(O)O)[CH:28]=1. (6) Given the product [CH3:3][CH:4]([O:7][CH2:9][C:10]([O:12][CH3:13])=[O:11])[C:5]#[CH:6], predict the reactants needed to synthesize it. The reactants are: [H-].[Na+].[CH3:3][CH:4]([OH:7])[C:5]#[CH:6].Br[CH2:9][C:10]([O:12][CH3:13])=[O:11].Cl. (7) Given the product [CH2:23]([N:8]([CH2:1][C:2]1[CH:3]=[CH:4][CH:5]=[CH:6][CH:7]=1)[C@@H:9]([CH2:20][CH2:21][CH3:22])[C:10]([OH:12])=[O:11])[C:24]1[CH:25]=[CH:26][CH:27]=[CH:28][CH:29]=1, predict the reactants needed to synthesize it. The reactants are: [CH2:1]([N:8]([CH2:23][C:24]1[CH:29]=[CH:28][CH:27]=[CH:26][CH:25]=1)[C@@H:9]([CH2:20][CH2:21][CH3:22])[C:10]([O:12]CC1C=CC=CC=1)=[O:11])[C:2]1[CH:7]=[CH:6][CH:5]=[CH:4][CH:3]=1.[OH-].[Na+].Cl. (8) The reactants are: [CH3:1][O:2][C:3]1[CH:8]=[C:7]([N+:9]([O-:11])=[O:10])[C:6]([O:12]C)=[CH:5][C:4]=1[CH3:14].B(Cl)(Cl)Cl.C(=O)(O)[O-].[Na+]. Given the product [CH3:1][O:2][C:3]1[C:4]([CH3:14])=[CH:5][C:6]([OH:12])=[C:7]([N+:9]([O-:11])=[O:10])[CH:8]=1, predict the reactants needed to synthesize it. (9) Given the product [CH3:1][C:2]([CH3:22])([O:4][C:5]([NH:7][C@@H:8]([CH2:14][C:15]1[CH:20]=[CH:19][C:18]([C:30]2[C:29]([O:38][CH3:39])=[CH:28][C:27]([CH2:26][O:25][CH2:23][CH3:24])=[CH:32][C:31]=2[O:33][CH3:34])=[CH:17][CH:16]=1)[C:9]([O:11][CH2:12][CH3:13])=[O:10])=[O:6])[CH3:3], predict the reactants needed to synthesize it. The reactants are: [CH3:1][C:2]([CH3:22])([O:4][C:5]([NH:7][C@@H:8]([CH2:14][C:15]1[CH:20]=[CH:19][C:18](Br)=[CH:17][CH:16]=1)[C:9]([O:11][CH2:12][CH3:13])=[O:10])=[O:6])[CH3:3].[CH2:23]([O:25][CH2:26][C:27]1[CH:32]=[C:31]([O:33][CH3:34])[C:30](B(O)O)=[C:29]([O:38][CH3:39])[CH:28]=1)[CH3:24].C1(P(C2C=CC=CC=2)C2C=CC=CC=2)C=CC=CC=1.C(=O)([O-])[O-].[K+].[K+]. (10) Given the product [NH2:21][C:28]1[C:33]2[C:34](=[O:35])[N:11]([C:12]3[CH:13]=[CH:14][C:15]([I:18])=[CH:16][CH:17]=3)[CH2:10][CH2:9][O:8][C:32]=2[N:31]=[CH:30][N:29]=1, predict the reactants needed to synthesize it. The reactants are: [Si]([O:8][CH2:9][CH2:10][NH:11][C:12]1[CH:17]=[CH:16][C:15]([I:18])=[CH:14][CH:13]=1)(C(C)(C)C)(C)C.C([N:21](CC)C(C)C)C.Cl[C:28]1[C:33]([C:34](Cl)=[O:35])=[C:32](Cl)[N:31]=[CH:30][N:29]=1.CCOC(C)=O.